This data is from Reaction yield outcomes from USPTO patents with 853,638 reactions. The task is: Predict the reaction yield, written as a fraction of the theoretical maximum amount of product (1.0 means a 100% yield; for example, 0.34 means a 34% yield). (1) The reactants are [CH3:1][N:2]([CH3:14])[CH2:3][C:4]1[CH:9]=[C:8]([CH3:10])[C:7]([OH:11])=[C:6]([O:12][CH3:13])[CH:5]=1.[CH3:15][I:16]. The catalyst is O1CCOCC1. The product is [I-:16].[CH3:14][N+:2]([CH3:15])([CH3:1])[CH2:3][C:4]1[CH:9]=[C:8]([CH3:10])[C:7]([OH:11])=[C:6]([O:12][CH3:13])[CH:5]=1. The yield is 0.980. (2) The reactants are [F:1][CH2:2][C:3]1([C:11]([O:13][CH:14]([CH3:16])[CH3:15])=[O:12])[CH2:6][C:5](OC)([O:7]C)[CH2:4]1.Cl. No catalyst specified. The product is [F:1][CH2:2][C:3]1([C:11]([O:13][CH:14]([CH3:16])[CH3:15])=[O:12])[CH2:6][C:5](=[O:7])[CH2:4]1. The yield is 0.620. (3) The reactants are Br[C:2]1[CH:3]=[C:4]([C:7]([O:9][CH3:10])=[O:8])[S:5][CH:6]=1.[CH2:11]([N:13]1[C:17](B2OC(C)(C)C(C)(C)O2)=[C:16]([CH3:27])[CH:15]=[N:14]1)[CH3:12].C([O-])([O-])=O.[K+].[K+]. The catalyst is C1C=CC([P]([Pd]([P](C2C=CC=CC=2)(C2C=CC=CC=2)C2C=CC=CC=2)([P](C2C=CC=CC=2)(C2C=CC=CC=2)C2C=CC=CC=2)[P](C2C=CC=CC=2)(C2C=CC=CC=2)C2C=CC=CC=2)(C2C=CC=CC=2)C2C=CC=CC=2)=CC=1. The product is [CH2:11]([N:13]1[C:17]([C:2]2[CH:3]=[C:4]([C:7]([O:9][CH3:10])=[O:8])[S:5][CH:6]=2)=[C:16]([CH3:27])[CH:15]=[N:14]1)[CH3:12]. The yield is 0.790. (4) The reactants are [OH:1][C:2]1[CH:10]=[C:9]([O:11][CH2:12][CH2:13][CH2:14][CH2:15][CH2:16][CH2:17][CH2:18][CH3:19])[CH:8]=[CH:7][C:3]=1[C:4]([NH2:6])=O.C([Sn](=O)CCCC)CCC. The catalyst is C1(C)C=CC=CC=1. The product is [OH:1][C:2]1[CH:10]=[C:9]([O:11][CH2:12][CH2:13][CH2:14][CH2:15][CH2:16][CH2:17][CH2:18][CH3:19])[CH:8]=[CH:7][C:3]=1[C:4]#[N:6]. The yield is 0.140.